Predict the product of the given reaction. From a dataset of Forward reaction prediction with 1.9M reactions from USPTO patents (1976-2016). (1) Given the reactants CON(C)[C:4]([C:6]1[N:7]=[CH:8][N:9]([C:11]2[CH:16]=[CH:15][CH:14]=[C:13]([C:17]3[C:18]([Cl:23])=[N:19][CH:20]=[CH:21][CH:22]=3)[CH:12]=2)[CH:10]=1)=[O:5].Br[C:26]1[CH:31]=[CH:30][CH:29]=[C:28]([F:32])[CH:27]=1, predict the reaction product. The product is: [F:32][C:28]1[CH:27]=[C:26]([C:4]([C:6]2[N:7]=[CH:8][N:9]([C:11]3[CH:16]=[CH:15][CH:14]=[C:13]([C:17]4[C:18]([Cl:23])=[N:19][CH:20]=[CH:21][CH:22]=4)[CH:12]=3)[CH:10]=2)=[O:5])[CH:31]=[CH:30][CH:29]=1. (2) Given the reactants [CH3:1][O:2][C:3](=[O:34])[CH2:4][NH:5][C:6]1[CH:11]=[CH:10][C:9]([CH2:12][N:13]2[CH:17]=[C:16]([C:18]3[CH:23]=[CH:22][C:21]([Cl:24])=[CH:20][C:19]=3[Cl:25])[N:15]=[C:14]2[CH2:26][C:27]2[CH:32]=[CH:31][C:30](Br)=[CH:29][CH:28]=2)=[CH:8][CH:7]=1.[CH:35]([C:39]1[CH:44]=[CH:43][C:42](B(O)O)=[CH:41][CH:40]=1)([CH2:37][CH3:38])[CH3:36], predict the reaction product. The product is: [CH3:1][O:2][C:3](=[O:34])[CH2:4][NH:5][C:6]1[CH:11]=[CH:10][C:9]([CH2:12][N:13]2[CH:17]=[C:16]([C:18]3[CH:23]=[CH:22][C:21]([Cl:24])=[CH:20][C:19]=3[Cl:25])[N:15]=[C:14]2[CH2:26][C:27]2[CH:32]=[CH:31][C:30]([C:42]3[CH:43]=[CH:44][C:39]([CH:35]([CH2:37][CH3:38])[CH3:36])=[CH:40][CH:41]=3)=[CH:29][CH:28]=2)=[CH:8][CH:7]=1. (3) Given the reactants [CH3:1][O:2][C:3](=[O:14])[C:4]1[CH:9]=[CH:8][C:7](NC(=O)C)=[N:6][CH:5]=1.Cl[C:16]([F:21])([F:20])C([O-])=O.[Na+].C1OCCOCCOCCOCCOCC[O:25]C1.OS([O-])(=O)=O.[K+], predict the reaction product. The product is: [CH3:1][O:2][C:3]([C:4]1[CH:9]=[CH:8][C:7](=[O:25])[N:6]([CH:16]([F:21])[F:20])[CH:5]=1)=[O:14]. (4) The product is: [CH3:1][CH:2]1[CH2:6][CH2:5][CH2:4][N:3]1[C:7]1[N:12]=[C:11]([NH:13][C:14]2[C:15]3[N:16]([CH:27]=[CH:28][N:29]=3)[N:17]=[C:18]([C:20]3[CH:25]=[CH:24][CH:23]=[C:22]([O:26][CH2:45][CH2:44][N:43]4[CH2:42][CH2:41][O:40][CH2:47][CH2:48]4)[CH:21]=3)[CH:19]=2)[CH:10]=[CH:9][CH:8]=1. Given the reactants [CH3:1][CH:2]1[CH2:6][CH2:5][CH2:4][N:3]1[C:7]1[N:12]=[C:11]([NH:13][C:14]2[C:15]3[N:16]([CH:27]=[CH:28][N:29]=3)[N:17]=[C:18]([C:20]3[CH:21]=[C:22]([OH:26])[CH:23]=[CH:24][CH:25]=3)[CH:19]=2)[CH:10]=[CH:9][CH:8]=1.C([O-])([O-])=O.[K+].[K+].CS([O:40][CH2:41][CH2:42][N:43]1[CH2:48][CH2:47]C[CH2:45][CH2:44]1)(=O)=O.O, predict the reaction product. (5) The product is: [CH3:1][C:2]1[N:3]=[C:4]([C:8]2[CH:9]=[CH:10][C:11]([N:14]([CH2:34][CH2:35][CH3:36])[CH2:15][CH2:16][CH2:17][O:18][C:19]3[CH:20]=[C:21]4[C:25](=[CH:26][CH:27]=3)[C@H:24]([CH2:28][C:29]([OH:31])=[O:30])[CH2:23][CH2:22]4)=[N:12][CH:13]=2)[S:5][C:6]=1[CH3:7]. Given the reactants [CH3:1][C:2]1[N:3]=[C:4]([C:8]2[CH:9]=[CH:10][C:11]([N:14]([CH2:34][CH2:35][CH3:36])[CH2:15][CH2:16][CH2:17][O:18][C:19]3[CH:20]=[C:21]4[C:25](=[CH:26][CH:27]=3)[C@H:24]([CH2:28][C:29]([O:31]CC)=[O:30])[CH2:23][CH2:22]4)=[N:12][CH:13]=2)[S:5][C:6]=1[CH3:7].CO.O.[Li+].[OH-], predict the reaction product. (6) Given the reactants [NH2:1][C:2]1[CH:3]=[N:4][N:5]([CH3:25])[C:6]=1[N:7]1[CH2:13][CH2:12][CH2:11][C@@H:10]([NH:14]C(=O)OCC2C=CC=CC=2)[CH2:9][CH2:8]1.[Br:26][C:27]1[CH:28]=[CH:29][C:30]([F:49])=[C:31]([C:33]2[S:34][C:35]([NH:41]C(OC(C)(C)C)=O)=[C:36]([C:38](O)=[O:39])[N:37]=2)[CH:32]=1.C(OC(NC1SC=NC=1C(O)=O)=O)(C)(C)C, predict the reaction product. The product is: [NH2:41][C:35]1[S:34][C:33]([C:31]2[CH:32]=[C:27]([Br:26])[CH:28]=[CH:29][C:30]=2[F:49])=[N:37][C:36]=1[C:38]([NH:1][C:2]1[CH:3]=[N:4][N:5]([CH3:25])[C:6]=1[N:7]1[CH2:13][CH2:12][CH2:11][C@@H:10]([NH2:14])[CH2:9][CH2:8]1)=[O:39]. (7) Given the reactants [OH:1][C:2]1[N:6]([C:7]2[CH:12]=[C:11]([C:13]#[N:14])[CH:10]=[CH:9][N:8]=2)[N:5]=[CH:4][CH:3]=1.[Cl:15][C:16]1[CH:17]=[C:18]([CH2:23]O)[CH:19]=[CH:20][C:21]=1[F:22], predict the reaction product. The product is: [Cl:15][C:16]1[CH:17]=[C:18]([CH:19]=[CH:20][C:21]=1[F:22])[CH2:23][O:1][C:2]1[N:6]([C:7]2[CH:12]=[C:11]([C:13]#[N:14])[CH:10]=[CH:9][N:8]=2)[N:5]=[CH:4][CH:3]=1.